Task: Predict the product of the given reaction.. Dataset: Forward reaction prediction with 1.9M reactions from USPTO patents (1976-2016) The product is: [Br:32][C:29]1[CH:30]=[CH:31][C:26]([CH2:25][CH2:24][C:23]([CH3:34])([S:35]([CH3:38])(=[O:37])=[O:36])[C:22]([OH:39])=[O:21])=[C:27]([CH3:33])[CH:28]=1. Given the reactants BrC1C=CC(CCC(C)(S(C)(=O)=O)C(O)=O)=CC=1.C([O:21][C:22](=[O:39])[C:23]([S:35]([CH3:38])(=[O:37])=[O:36])([CH3:34])[CH2:24][CH2:25][C:26]1[CH:31]=[CH:30][C:29]([Br:32])=[CH:28][C:27]=1[CH3:33])C.[OH-].[Li+], predict the reaction product.